Dataset: Forward reaction prediction with 1.9M reactions from USPTO patents (1976-2016). Task: Predict the product of the given reaction. Given the reactants Cl[C:2]1[C:7]([C:8]#[N:9])=[C:6]([CH2:10][O:11][CH3:12])[N:5]=[C:4]([NH:13][C:14]([NH:16][C@@H:17]([C:19]2[CH:24]=[CH:23][CH:22]=[CH:21][CH:20]=2)[CH3:18])=[O:15])[CH:3]=1.O.[NH2:26][NH2:27], predict the reaction product. The product is: [NH2:9][C:8]1[C:7]2[C:6]([CH2:10][O:11][CH3:12])=[N:5][C:4]([NH:13][C:14]([NH:16][C@@H:17]([C:19]3[CH:24]=[CH:23][CH:22]=[CH:21][CH:20]=3)[CH3:18])=[O:15])=[CH:3][C:2]=2[NH:27][N:26]=1.